The task is: Predict which catalyst facilitates the given reaction.. This data is from Catalyst prediction with 721,799 reactions and 888 catalyst types from USPTO. (1) Reactant: [CH3:1][O:2][C:3]1[CH:4]=[C:5]2[C:10](=[CH:11][C:12]=1[OH:13])[N:9]=[CH:8][CH:7]=[C:6]2[O:14][C:15]1[C:16]([C:23]2[CH:28]=[CH:27][C:26]([CH3:29])=[CH:25][N:24]=2)=[N:17][C:18]([CH3:22])=[C:19]([CH3:21])[CH:20]=1.C(=O)([O-])[O-].[K+].[K+].Br[CH2:37][CH2:38][CH2:39][OH:40]. Product: [CH3:1][O:2][C:3]1[CH:4]=[C:5]2[C:10](=[CH:11][C:12]=1[O:13][CH2:37][CH2:38][CH2:39][OH:40])[N:9]=[CH:8][CH:7]=[C:6]2[O:14][C:15]1[C:16]([C:23]2[CH:28]=[CH:27][C:26]([CH3:29])=[CH:25][N:24]=2)=[N:17][C:18]([CH3:22])=[C:19]([CH3:21])[CH:20]=1. The catalyst class is: 9. (2) Reactant: [C:1]([O:5][C:6]([N:8]1[CH2:13][CH2:12][N:11]([C:14]([O:16][C:17]([CH3:20])([CH3:19])[CH3:18])=[O:15])[CH2:10][C@H:9]1[C:21]([OH:23])=[O:22])=[O:7])([CH3:4])([CH3:3])[CH3:2].C([O-])([O-])=O.[K+].[K+].Br[CH2:31][CH3:32]. Product: [N:8]1([C:6]([O:5][C:1]([CH3:4])([CH3:2])[CH3:3])=[O:7])[CH2:13][CH2:12][N:11]([C:14]([O:16][C:17]([CH3:20])([CH3:19])[CH3:18])=[O:15])[CH2:10][C@H:9]1[C:21]([O:23][CH2:31][CH3:32])=[O:22]. The catalyst class is: 3. (3) Reactant: O=[CH:2][C@@H:3]([C@H:5]([C@@H:7]([CH2:9][OH:10])[OH:8])[OH:6])[OH:4].N[CH2:12][CH2:13][O:14][C:15]1[CH:20]=[CH:19][C:18]([CH2:21][CH2:22][CH2:23][CH2:24][NH:25][C:26]([NH:28][C:29]([C:31]2[C:36]([NH2:37])=[N:35][C:34]([NH2:38])=[C:33]([Cl:39])[N:32]=2)=[O:30])=[NH:27])=[CH:17][CH:16]=1.[C:40]([BH3-])#[N:41].[Na+]. Product: [ClH:39].[ClH:39].[OH:4][C@@H:3]([C@H:5]([OH:6])[C@H:7]([OH:8])[CH2:9][OH:10])[CH2:2][N:41]([CH2:40][C@@H:9]([OH:10])[C@H:7]([OH:8])[C@H:5]([OH:6])[CH2:3][OH:4])[CH2:12][CH2:13][O:14][C:15]1[CH:20]=[CH:19][C:18]([CH2:21][CH2:22][CH2:23][CH2:24][NH:25][C:26]([NH:28][C:29]([C:31]2[C:36]([NH2:37])=[N:35][C:34]([NH2:38])=[C:33]([Cl:39])[N:32]=2)=[O:30])=[NH:27])=[CH:17][CH:16]=1. The catalyst class is: 5. (4) The catalyst class is: 20. Reactant: [C:1]([O:5][C:6]([N:8]1[CH:16]([CH3:17])[C:15]2[C:14]([O:18][C:19]3[CH:20]=[C:21]4[C:25](=[CH:26][CH:27]=3)[NH:24][CH:23]=[CH:22]4)=[N:13][CH:12]=[N:11][C:10]=2[CH2:9]1)=[O:7])([CH3:4])([CH3:3])[CH3:2].[H-].[Na+].[N:30]([C:33]1[CH:38]=[CH:37][CH:36]=[C:35]([C:39]([F:42])([F:41])[F:40])[CH:34]=1)=[C:31]=[O:32].[NH4+].[Cl-]. Product: [C:1]([O:5][C:6]([N:8]1[CH:16]([CH3:17])[C:15]2[C:14]([O:18][C:19]3[CH:20]=[C:21]4[C:25](=[CH:26][CH:27]=3)[N:24]([C:31](=[O:32])[NH:30][C:33]3[CH:38]=[CH:37][CH:36]=[C:35]([C:39]([F:40])([F:42])[F:41])[CH:34]=3)[CH:23]=[CH:22]4)=[N:13][CH:12]=[N:11][C:10]=2[CH2:9]1)=[O:7])([CH3:2])([CH3:3])[CH3:4]. (5) Reactant: [NH2:1][C:2]1[CH:3]=[C:4]([N:8]([CH2:16][C:17]2[CH:22]=[CH:21][CH:20]=[C:19]([O:23][C:24]([F:29])([F:28])[CH:25]([F:27])[F:26])[CH:18]=2)[CH2:9][CH:10]([OH:15])[C:11]([F:14])([F:13])[F:12])[CH:5]=[CH:6][CH:7]=1.C(O)(=O)C.[CH:34](=O)[CH:35]([CH3:37])[CH3:36].[BH-](OC(C)=O)(OC(C)=O)OC(C)=O.[Na+]. Product: [CH3:34][CH:35]([CH3:37])[CH2:36][NH:1][C:2]1[CH:3]=[C:4]([N:8]([CH2:16][C:17]2[CH:22]=[CH:21][CH:20]=[C:19]([O:23][C:24]([F:28])([F:29])[CH:25]([F:26])[F:27])[CH:18]=2)[CH2:9][CH:10]([OH:15])[C:11]([F:14])([F:13])[F:12])[CH:5]=[CH:6][CH:7]=1. The catalyst class is: 68.